Dataset: Forward reaction prediction with 1.9M reactions from USPTO patents (1976-2016). Task: Predict the product of the given reaction. (1) Given the reactants [CH3:1][O:2][C:3](=[O:39])[CH:4]([N:16]1[CH2:21][CH2:20][N:19]([C:22](=[O:33])[CH:23]([NH2:32])[CH2:24][C:25]2[CH:30]=[CH:29][C:28]([F:31])=[CH:27][CH:26]=2)[CH:18]([CH2:34][CH:35]2[CH2:37][CH2:36]2)[C:17]1=[O:38])[CH2:5][C:6]1[CH:15]=[CH:14][C:13]2[C:8](=[CH:9][CH:10]=[CH:11][CH:12]=2)[CH:7]=1.[C:40]([O:44][C:45]([NH:47][C:48]([CH3:53])([CH3:52])[C:49](O)=[O:50])=[O:46])([CH3:43])([CH3:42])[CH3:41].ON1C2C=CC=CC=2N=N1.CN1CCOCC1.CN(C)CCCN=C=NCC, predict the reaction product. The product is: [CH3:1][O:2][C:3](=[O:39])[CH:4]([N:16]1[CH2:21][CH2:20][N:19]([C:22](=[O:33])[CH:23]([NH:32][C:49](=[O:50])[C:48]([NH:47][C:45]([O:44][C:40]([CH3:43])([CH3:42])[CH3:41])=[O:46])([CH3:53])[CH3:52])[CH2:24][C:25]2[CH:26]=[CH:27][C:28]([F:31])=[CH:29][CH:30]=2)[CH:18]([CH2:34][CH:35]2[CH2:37][CH2:36]2)[C:17]1=[O:38])[CH2:5][C:6]1[CH:15]=[CH:14][C:13]2[C:8](=[CH:9][CH:10]=[CH:11][CH:12]=2)[CH:7]=1. (2) Given the reactants [Cl:1][C:2]1[CH:3]=[CH:4][C:5]([CH:25]=[O:26])=[C:6]2[C:10]=1[N:9]=[C:8]1[N:11]([C:16]3[CH:21]=[CH:20][C:19]([O:22][CH3:23])=[CH:18][C:17]=3[Cl:24])[CH2:12][CH2:13][CH2:14][CH2:15][N:7]21.[CH2:27]([Mg]Br)[CH3:28].C(OCC)C, predict the reaction product. The product is: [Cl:1][C:2]1[C:10]2[N:9]=[C:8]3[N:11]([C:16]4[CH:21]=[CH:20][C:19]([O:22][CH3:23])=[CH:18][C:17]=4[Cl:24])[CH2:12][CH2:13][CH2:14][CH2:15][N:7]3[C:6]=2[C:5]([CH:25]([OH:26])[CH2:27][CH3:28])=[CH:4][CH:3]=1. (3) The product is: [Cl:1][C:2]1[C:9]([O:10][C:11]2[C:19]3[N:18]=[N:17][N:16]([CH2:29][C:30]4[C:38]5[C:33](=[N:34][C:35]([NH:39][CH2:40][C:41]6[CH:42]=[CH:43][C:44]([O:47][CH3:48])=[CH:45][CH:46]=6)=[CH:36][CH:37]=5)[N:32]([CH2:49][C:50]5[CH:51]=[CH:52][C:53]([O:56][CH3:57])=[CH:54][CH:55]=5)[N:31]=4)[C:15]=3[CH:14]=[CH:13][C:12]=2[Cl:20])=[CH:8][C:7]([Cl:21])=[CH:6][C:3]=1[C:4]#[N:5]. Given the reactants [Cl:1][C:2]1[C:9]([O:10][C:11]2[C:19]3[N:18]=[N:17][NH:16][C:15]=3[CH:14]=[CH:13][C:12]=2[Cl:20])=[CH:8][C:7]([Cl:21])=[CH:6][C:3]=1[C:4]#[N:5].CC(C)([O-])C.[Li+].Cl[CH2:29][C:30]1[C:38]2[C:33](=[N:34][C:35]([NH:39][CH2:40][C:41]3[CH:46]=[CH:45][C:44]([O:47][CH3:48])=[CH:43][CH:42]=3)=[CH:36][CH:37]=2)[N:32]([CH2:49][C:50]2[CH:55]=[CH:54][C:53]([O:56][CH3:57])=[CH:52][CH:51]=2)[N:31]=1.[Cl-].[NH4+], predict the reaction product. (4) Given the reactants [F:1][C:2]([F:35])([F:34])[O:3][C:4]1[CH:33]=[CH:32][C:7]([CH2:8][NH:9][C:10]([C@H:12]2[CH2:17][NH:16][CH2:15][CH2:14][N:13]2[S:18]([C:21]2[CH:26]=[CH:25][C:24]([O:27][C:28]([F:31])([F:30])[F:29])=[CH:23][CH:22]=2)(=[O:20])=[O:19])=[O:11])=[CH:6][CH:5]=1.Cl[C:37]1[S:38][C:39]2[C:44]([Cl:45])=[N:43][C:42]([CH:46]3[CH2:48][CH2:47]3)=[N:41][C:40]=2[N:49]=1.C(N(CC)C(C)C)(C)C, predict the reaction product. The product is: [F:35][C:2]([F:1])([F:34])[O:3][C:4]1[CH:5]=[CH:6][C:7]([CH2:8][NH:9][C:10]([C@H:12]2[CH2:17][N:16]([C:37]3[S:38][C:39]4[C:44]([Cl:45])=[N:43][C:42]([CH:46]5[CH2:47][CH2:48]5)=[N:41][C:40]=4[N:49]=3)[CH2:15][CH2:14][N:13]2[S:18]([C:21]2[CH:26]=[CH:25][C:24]([O:27][C:28]([F:29])([F:30])[F:31])=[CH:23][CH:22]=2)(=[O:19])=[O:20])=[O:11])=[CH:32][CH:33]=1. (5) Given the reactants Br[C:2]1[C:3]([NH:9][C:10]2[CH:15]=[C:14]([Cl:16])[CH:13]=[CH:12][C:11]=2[O:17][CH2:18][CH:19]2[CH2:24][CH2:23][N:22]([CH3:25])[CH2:21][CH2:20]2)=[N:4][CH:5]=[C:6]([CH3:8])[CH:7]=1.C1CCN2C(=NCCC2)CC1, predict the reaction product. The product is: [Cl:16][C:14]1[CH:13]=[CH:12][C:11]([O:17][CH2:18][CH:19]2[CH2:24][CH2:23][N:22]([CH3:25])[CH2:21][CH2:20]2)=[C:10]2[C:15]=1[C:2]1[CH:7]=[C:6]([CH3:8])[CH:5]=[N:4][C:3]=1[NH:9]2.